From a dataset of Reaction yield outcomes from USPTO patents with 853,638 reactions. Predict the reaction yield, written as a fraction of the theoretical maximum amount of product (1.0 means a 100% yield; for example, 0.34 means a 34% yield). (1) The reactants are [NH2:1][C:2]1[CH:7]=[CH:6][C:5]([N+:8]([O-:10])=[O:9])=[CH:4][C:3]=1[NH2:11].[C:12](O)(=O)[CH2:13][OH:14].Cl.O.C. No catalyst specified. The product is [N+:8]([C:5]1[CH:6]=[CH:7][C:2]2[N:1]=[C:12]([CH2:13][OH:14])[NH:11][C:3]=2[CH:4]=1)([O-:10])=[O:9]. The yield is 1.00. (2) The product is [NH:32]1[CH:31]=[CH:30][N:26]=[C:25]1[CH2:24][CH2:23][CH2:22][O:21][C:18]1[CH:17]=[CH:16][C:15]([CH2:14][CH2:13][CH2:12][CH2:11][NH2:10])=[CH:20][CH:19]=1. The reactants are C(OC(=O)[NH:10][CH2:11][CH2:12][CH2:13][CH2:14][C:15]1[CH:20]=[CH:19][C:18]([O:21][CH2:22][CH2:23][CH2:24][C:25]#[N:26])=[CH:17][CH:16]=1)C1C=CC=CC=1.CO[CH:30](OC)[CH2:31][NH2:32]. The catalyst is C(O)C. The yield is 0.230. (3) The reactants are [NH2:1][C:2]1[C:3]([OH:12])=[CH:4][C:5]2[C:10]([CH:11]=1)=[CH:9][CH:8]=[CH:7][CH:6]=2.[H-].[Na+].[CH2:15](I)C.[OH-].[Na+]. The catalyst is CN1CCCC1=O. The product is [CH3:15][O:12][C:3]1[C:2]([NH2:1])=[CH:11][C:10]2[C:5]([CH:4]=1)=[CH:6][CH:7]=[CH:8][CH:9]=2. The yield is 0.520. (4) The product is [CH3:15][O:14][C:12]1[CH:13]=[C:4]2[C:5](=[CH:10][CH:11]=1)[C:6](=[O:7])[NH:18][N:17]=[C:1]2[CH3:2]. The reactants are [C:1]([C:4]1[CH:13]=[C:12]([O:14][CH3:15])[CH:11]=[CH:10][C:5]=1[C:6](OC)=[O:7])(=O)[CH3:2].O.[NH2:17][NH2:18]. The catalyst is CO.O. The yield is 0.940. (5) The reactants are C(N(CC)C(C)C)(C)C.[C:10]([O:14][C:15](=[O:42])[N:16]([CH:18]1[CH2:23][CH2:22][CH:21]([NH:24][CH2:25][C:26]2[CH:27]=[C:28]([C:34]3[CH:39]=[CH:38][C:37]([C:40]#[N:41])=[CH:36][CH:35]=3)[C:29]([O:32][CH3:33])=[CH:30][CH:31]=2)[CH2:20][CH2:19]1)[CH3:17])([CH3:13])([CH3:12])[CH3:11].[Cl:43][C:44]1[C:45]2[CH:55]=[CH:54][CH:53]=[CH:52][C:46]=2[S:47][C:48]=1[C:49](Cl)=[O:50]. The catalyst is ClCCl. The product is [C:10]([O:14][C:15](=[O:42])[N:16]([CH:18]1[CH2:23][CH2:22][CH:21]([N:24]([C:49]([C:48]2[S:47][C:46]3[CH:52]=[CH:53][CH:54]=[CH:55][C:45]=3[C:44]=2[Cl:43])=[O:50])[CH2:25][C:26]2[CH:27]=[C:28]([C:34]3[CH:39]=[CH:38][C:37]([C:40]#[N:41])=[CH:36][CH:35]=3)[C:29]([O:32][CH3:33])=[CH:30][CH:31]=2)[CH2:20][CH2:19]1)[CH3:17])([CH3:13])([CH3:11])[CH3:12]. The yield is 0.930.